This data is from Reaction yield outcomes from USPTO patents with 853,638 reactions. The task is: Predict the reaction yield, written as a fraction of the theoretical maximum amount of product (1.0 means a 100% yield; for example, 0.34 means a 34% yield). (1) The catalyst is C(Cl)Cl. The product is [C:1]([O:4][C@@H:5]1[C@@H:11]([O:12][C:13](=[O:15])[CH3:14])[C@H:10]([O:16][C:17](=[O:19])[CH3:18])[C@@H:9]([C:20]([O:22][CH3:23])=[O:21])[O:8][CH:6]1[O:7][C:26](=[NH:27])[C:25]([Cl:29])([Cl:28])[Cl:24])(=[O:3])[CH3:2]. The yield is 0.830. The reactants are [C:1]([O:4][C@@H:5]1[C@@H:11]([O:12][C:13](=[O:15])[CH3:14])[C@H:10]([O:16][C:17](=[O:19])[CH3:18])[C@@H:9]([C:20]([O:22][CH3:23])=[O:21])[O:8][CH:6]1[OH:7])(=[O:3])[CH3:2].[Cl:24][C:25]([Cl:29])([Cl:28])[C:26]#[N:27].C([O-])([O-])=O.[K+].[K+]. (2) The reactants are [CH3:1][C:2]1([N:12]2[CH2:17][CH2:16][CH:15]([N:18]3[C:26]4[C:21](=[CH:22][CH:23]=[CH:24][CH:25]=4)[CH:20]([CH2:27][C:28]([O:30][CH3:31])=[O:29])[C:19]3=[O:32])[CH2:14][CH2:13]2)[C:11]2[C:6](=[CH:7][CH:8]=[CH:9][CH:10]=2)[CH2:5][CH2:4][CH2:3]1.[C:33](=O)([O-])[O-].[Cs+].[Cs+].IC. No catalyst specified. The product is [CH3:33][C:20]1([CH2:27][C:28]([O:30][CH3:31])=[O:29])[C:21]2[C:26](=[CH:25][CH:24]=[CH:23][CH:22]=2)[N:18]([CH:15]2[CH2:16][CH2:17][N:12]([C:2]3([CH3:1])[C:11]4[C:6](=[CH:7][CH:8]=[CH:9][CH:10]=4)[CH2:5][CH2:4][CH2:3]3)[CH2:13][CH2:14]2)[C:19]1=[O:32]. The yield is 0.540. (3) The reactants are [O:1]([C:8]1[CH:9]=[CH:10][C:11]([CH2:14][O:15]C(=O)C)=[N:12][CH:13]=1)[C:2]1[CH:7]=[CH:6][CH:5]=[CH:4][CH:3]=1.[OH-].[Na+].CO.O. The catalyst is C(OCC)(=O)C. The product is [O:1]([C:8]1[CH:9]=[CH:10][C:11]([CH2:14][OH:15])=[N:12][CH:13]=1)[C:2]1[CH:7]=[CH:6][CH:5]=[CH:4][CH:3]=1. The yield is 0.650. (4) The reactants are [Br:1][C:2]1[S:3][C:4](Br)=[N:5][N:6]=1.[CH2:8]1[C:11]2([CH2:16][CH2:15][N:14]([C:17]([O:19][C:20]([CH3:23])([CH3:22])[CH3:21])=[O:18])[CH2:13][CH2:12]2)[CH2:10][NH:9]1.CCN(C(C)C)C(C)C. The catalyst is O1CCOCC1.O. The product is [Br:1][C:2]1[S:3][C:4]([N:9]2[CH2:8][C:11]3([CH2:12][CH2:13][N:14]([C:17]([O:19][C:20]([CH3:23])([CH3:22])[CH3:21])=[O:18])[CH2:15][CH2:16]3)[CH2:10]2)=[N:5][N:6]=1. The yield is 0.880. (5) The reactants are [N:1]1([C:7]2[N:15]=[C:14]([C:16]3[CH:17]=[C:18]([CH2:22][OH:23])[CH:19]=[CH:20][CH:21]=3)[N:13]=[C:12]3[C:8]=2[N:9]=[CH:10][N:11]3[CH:24]2[CH2:29][CH2:28][NH:27][CH2:26][CH2:25]2)[CH2:6][CH2:5][O:4][CH2:3][CH2:2]1.[BH3-][C:31]#[N:32].[Na+]. The catalyst is CO.[Cl-].[Zn+2].[Cl-]. The product is [NH:32]1[CH:31]=[CH:6][N:1]=[C:2]1[CH2:3][N:27]1[CH2:28][CH2:29][CH:24]([N:11]2[CH:10]=[N:9][C:8]3[C:12]2=[N:13][C:14]([C:16]2[CH:17]=[C:18]([CH2:22][OH:23])[CH:19]=[CH:20][CH:21]=2)=[N:15][C:7]=3[N:1]2[CH2:6][CH2:5][O:4][CH2:3][CH2:2]2)[CH2:25][CH2:26]1. The yield is 0.410. (6) The reactants are C(OC(=O)C)(=O)C.[CH:8]([OH:10])=O.[NH2:11][CH2:12][CH2:13][O:14][C:15]1[CH:20]=[CH:19][C:18]([C:21]2[N:22]([CH2:34][CH3:35])[C:23]3[C:28]([C:29]=2[C:30]#[N:31])=[CH:27][CH:26]=[C:25]([O:32][CH3:33])[CH:24]=3)=[CH:17][CH:16]=1.C([O-])(O)=O.[Na+]. The catalyst is C1COCC1.CCOC(C)=O. The product is [C:30]([C:29]1[C:28]2[C:23](=[CH:24][C:25]([O:32][CH3:33])=[CH:26][CH:27]=2)[N:22]([CH2:34][CH3:35])[C:21]=1[C:18]1[CH:19]=[CH:20][C:15]([O:14][CH2:13][CH2:12][NH:11][CH:8]=[O:10])=[CH:16][CH:17]=1)#[N:31]. The yield is 0.860. (7) The reactants are P(Cl)(Cl)(Cl)=O.[CH3:6][O:7][C:8]1[C:13]2[S:14][CH:15]=[CH:16][C:12]=2[CH:11]=[CH:10][CH:9]=1.[C:17]([O-])(=[O:19])C.[Na+]. The catalyst is CN(C=O)C.O. The product is [CH3:6][O:7][C:8]1[C:13]2[S:14][CH:15]=[CH:16][C:12]=2[C:11]([CH:17]=[O:19])=[CH:10][CH:9]=1. The yield is 0.680.